From a dataset of Reaction yield outcomes from USPTO patents with 853,638 reactions. Predict the reaction yield, written as a fraction of the theoretical maximum amount of product (1.0 means a 100% yield; for example, 0.34 means a 34% yield). The reactants are [N:1]([CH2:4][C:5]1[C:13]2[S:12](=[O:15])(=[O:14])[N:11]=[C:10]([C:16]3[C:17](=[O:36])[N:18]([CH2:28][C:29]4[CH:34]=[CH:33][C:32]([F:35])=[CH:31][CH:30]=4)[C@@H:19]4[C@H:24]([C:25]=3[OH:26])[C@@H:23]3[CH2:27][C@H:20]4[CH2:21][CH2:22]3)[NH:9][C:8]=2[S:7][CH:6]=1)=[N+]=[N-]. The catalyst is C(O)C.C(OCC)(=O)C.[Pd]. The product is [NH2:1][CH2:4][C:5]1[C:13]2[S:12](=[O:14])(=[O:15])[N:11]=[C:10]([C:16]3[C:17](=[O:36])[N:18]([CH2:28][C:29]4[CH:30]=[CH:31][C:32]([F:35])=[CH:33][CH:34]=4)[C@@H:19]4[C@H:24]([C:25]=3[OH:26])[C@@H:23]3[CH2:27][C@H:20]4[CH2:21][CH2:22]3)[NH:9][C:8]=2[S:7][CH:6]=1. The yield is 1.00.